Dataset: Catalyst prediction with 721,799 reactions and 888 catalyst types from USPTO. Task: Predict which catalyst facilitates the given reaction. (1) Reactant: C([C@H]1COC(=O)N1[C:14]([CH:16]([CH2:25][CH2:26][CH2:27][CH:28]1[CH2:33][CH2:32][CH2:31][CH2:30][CH2:29]1)[CH2:17][C:18]([O:20][C:21]([CH3:24])([CH3:23])[CH3:22])=[O:19])=[O:15])C1C=CC=CC=1.[OH:34]O.O.[OH-].[Li+]. Product: [C:21]([O:20][C:18](=[O:19])[CH2:17][CH:16]([CH2:25][CH2:26][CH2:27][CH:28]1[CH2:33][CH2:32][CH2:31][CH2:30][CH2:29]1)[C:14]([OH:15])=[O:34])([CH3:24])([CH3:23])[CH3:22]. The catalyst class is: 30. (2) Reactant: [N+:1]([C:4]1[CH:11]=[CH:10][C:7]([CH:8]=O)=[CH:6][CH:5]=1)([O-:3])=[O:2].[NH:12]1[C:20]2[C:15](=[CH:16][CH:17]=[CH:18][CH:19]=2)[CH:14]=[C:13]1[C:21]1[CH:22]=[CH:23][C:24]([O:28][CH3:29])=[C:25]([NH2:27])[CH:26]=1.C(O[BH-](OC(=O)C)OC(=O)C)(=O)C.[Na+].C(=O)(O)[O-].[Na+]. Product: [NH:12]1[C:20]2[C:15](=[CH:16][CH:17]=[CH:18][CH:19]=2)[CH:14]=[C:13]1[C:21]1[CH:22]=[CH:23][C:24]([O:28][CH3:29])=[C:25]([NH:27][CH2:8][C:7]2[CH:10]=[CH:11][C:4]([N+:1]([O-:3])=[O:2])=[CH:5][CH:6]=2)[CH:26]=1. The catalyst class is: 322. (3) Reactant: [Br:1][C:2]1[CH:7]=[C:6]([N+:8]([O-:10])=[O:9])[CH:5]=[C:4]([CH2:11]Br)[CH:3]=1.[C-:13]#[N:14].[K+]. Product: [Br:1][C:2]1[CH:3]=[C:4]([CH2:11][C:13]#[N:14])[CH:5]=[C:6]([N+:8]([O-:10])=[O:9])[CH:7]=1. The catalyst class is: 40.